This data is from Forward reaction prediction with 1.9M reactions from USPTO patents (1976-2016). The task is: Predict the product of the given reaction. (1) The product is: [Cl:29][C:3]1[C:2]([CH:34]=[CH2:35])=[CH:17][CH:16]=[C:15]([NH:18][S:19]([C:22]2[CH:27]=[CH:26][C:25]([F:28])=[CH:24][CH:23]=2)(=[O:21])=[O:20])[C:4]=1[C:5]([O:7][CH2:8][C:9]1[CH:14]=[CH:13][CH:12]=[CH:11][CH:10]=1)=[O:6]. Given the reactants Br[C:2]1[C:3]([Cl:29])=[C:4]([C:15]([NH:18][S:19]([C:22]2[CH:27]=[CH:26][C:25]([F:28])=[CH:24][CH:23]=2)(=[O:21])=[O:20])=[CH:16][CH:17]=1)[C:5]([O:7][CH2:8][C:9]1[CH:14]=[CH:13][CH:12]=[CH:11][CH:10]=1)=[O:6].[F-].[Cs+].CO[CH2:34][CH2:35]OC.CO, predict the reaction product. (2) Given the reactants Cl[C:2]1[C:12]2[CH:11]=[C:10]([C:13]([O:15][CH3:16])=[O:14])[CH2:9][CH2:8][NH:7][C:6]=2[N:5]=[CH:4][N:3]=1.[Cl:17][C:18]1[CH:19]=[C:20]([CH:22]=[CH:23][C:24]=1[O:25][C:26]1[CH:31]=[CH:30][CH:29]=[C:28]([S:32]([CH2:35][C:36]([CH3:39])([CH3:38])[CH3:37])(=[O:34])=[O:33])[CH:27]=1)[NH2:21].[Cl-].[NH+]1C=CC=CC=1, predict the reaction product. The product is: [Cl:17][C:18]1[CH:19]=[C:20]([NH:21][C:2]2[C:12]3[CH:11]=[C:10]([C:13]([O:15][CH3:16])=[O:14])[CH2:9][CH2:8][NH:7][C:6]=3[N:5]=[CH:4][N:3]=2)[CH:22]=[CH:23][C:24]=1[O:25][C:26]1[CH:31]=[CH:30][CH:29]=[C:28]([S:32]([CH2:35][C:36]([CH3:38])([CH3:37])[CH3:39])(=[O:33])=[O:34])[CH:27]=1.